From a dataset of Ames mutagenicity test results for genotoxicity prediction. Regression/Classification. Given a drug SMILES string, predict its toxicity properties. Task type varies by dataset: regression for continuous values (e.g., LD50, hERG inhibition percentage) or binary classification for toxic/non-toxic outcomes (e.g., AMES mutagenicity, cardiotoxicity, hepatotoxicity). Dataset: ames. The molecule is CC(Cc1ccc(O)c(O)c1)(NN)C(=O)O. The result is 1 (mutagenic).